The task is: Predict the product of the given reaction.. This data is from Forward reaction prediction with 1.9M reactions from USPTO patents (1976-2016). Given the reactants C(OC([N:8](C(OC(C)(C)C)=O)[C:9]1[CH:18]=[CH:17][C:16]([OH:19])=[CH:15][C:10]=1[C:11]([O:13][CH3:14])=[O:12])=O)(C)(C)C.[H-].[Na+].CI.Cl.[C:32](OCC)(=O)C, predict the reaction product. The product is: [NH2:8][C:9]1[CH:18]=[CH:17][C:16]([O:19][CH3:32])=[CH:15][C:10]=1[C:11]([O:13][CH3:14])=[O:12].